Dataset: Forward reaction prediction with 1.9M reactions from USPTO patents (1976-2016). Task: Predict the product of the given reaction. Given the reactants C(NC(C)C)(C)C.C([Li])CCC.[CH2:13]([SnH:17]([CH2:22][CH2:23][CH2:24][CH3:25])[CH2:18][CH2:19][CH2:20][CH3:21])[CH2:14][CH2:15][CH3:16].[CH3:26][O:27][CH2:28]Cl, predict the reaction product. The product is: [CH2:22]([Sn:17]([CH2:13][CH2:14][CH2:15][CH3:16])([CH2:18][CH2:19][CH2:20][CH3:21])[CH2:26][O:27][CH3:28])[CH2:23][CH2:24][CH3:25].